From a dataset of Reaction yield outcomes from USPTO patents with 853,638 reactions. Predict the reaction yield, written as a fraction of the theoretical maximum amount of product (1.0 means a 100% yield; for example, 0.34 means a 34% yield). (1) The reactants are C(C1C=C(NC(=O)CCCC2C=CC([B:25]([OH:27])[OH:26])=CC=2)C=CC=1S(CC)(=O)=O)#N.[CH2:29]([O:36][C:37]([NH:39][C@H:40]([C:47]1[CH:52]=[CH:51][CH:50]=[C:49]([NH:53][C:54]([O:56][CH2:57][CH2:58][C:59]2[CH:64]=[CH:63][C:62](Br)=[CH:61][C:60]=2[CH3:66])=[O:55])[CH:48]=1)[CH2:41][C:42]([O:44][CH2:45][CH3:46])=[O:43])=[O:38])[C:30]1[CH:35]=[CH:34][CH:33]=[CH:32][CH:31]=1. No catalyst specified. The product is [CH2:29]([O:36][C:37]([NH:39][C@H:40]([C:47]1[CH:48]=[C:49]([NH:53][C:54]([O:56][CH2:57][CH2:58][C:59]2[CH:64]=[CH:63][C:62]([B:25]([OH:27])[OH:26])=[CH:61][C:60]=2[CH3:66])=[O:55])[CH:50]=[CH:51][CH:52]=1)[CH2:41][C:42]([O:44][CH2:45][CH3:46])=[O:43])=[O:38])[C:30]1[CH:35]=[CH:34][CH:33]=[CH:32][CH:31]=1. The yield is 0.700. (2) The reactants are [CH3:1][C:2]1[CH:11]=[CH:10][C:9]2[C:4](=[CH:5][CH:6]=[C:7]3[O:15][CH2:14][C@H:13]([CH2:16]OS(C4C=CC(Br)=CC=4)(=O)=O)[O:12][C:8]3=2)[N:3]=1.[NH:28]1[CH2:33][CH:32]=[C:31]([C:34]2[C:42]3[C:37](=[CH:38][CH:39]=[CH:40][CH:41]=3)[NH:36][CH:35]=2)[CH2:30][CH2:29]1.C(N(C(C)C)CC)(C)C.CO. The catalyst is CS(C)=O. The product is [NH:36]1[C:37]2[C:42](=[CH:41][CH:40]=[CH:39][CH:38]=2)[C:34]([C:31]2[CH2:32][CH2:33][N:28]([CH2:16][C@@H:13]3[O:12][C:8]4=[C:9]5[C:4](=[CH:5][CH:6]=[C:7]4[O:15][CH2:14]3)[N:3]=[C:2]([CH3:1])[CH:11]=[CH:10]5)[CH2:29][CH:30]=2)=[CH:35]1. The yield is 0.710. (3) The reactants are [F:1][C:2]1[CH:7]=[CH:6][CH:5]=[CH:4][C:3]=1[CH2:8][C:9]([C:11]1[CH:16]=[CH:15][CH:14]=[CH:13][CH:12]=1)=O.[CH2:17]([O:19][C:20]1[CH:21]=[C:22]([CH:25]=[C:26]([N+:29]([O-:31])=[O:30])[C:27]=1[OH:28])[CH:23]=O)[CH3:18].[NH2:32][C:33]([NH2:35])=[O:34].Cl. The catalyst is C(O)C. The product is [CH2:17]([O:19][C:20]1[CH:21]=[C:22]([CH:23]2[C:8]([C:3]3[CH:4]=[CH:5][CH:6]=[CH:7][C:2]=3[F:1])=[C:9]([C:11]3[CH:16]=[CH:15][CH:14]=[CH:13][CH:12]=3)[NH:35][C:33](=[O:34])[NH:32]2)[CH:25]=[C:26]([N+:29]([O-:31])=[O:30])[C:27]=1[OH:28])[CH3:18]. The yield is 0.238. (4) The reactants are [C:1]1([C:6]2[CH:11]=[C:10]([NH:12][C:13]3[CH:18]=[CH:17][C:16]([CH2:19][C:20]([OH:22])=[O:21])=[CH:15][CH:14]=3)[CH:9]=[C:8]([C:23]([F:26])([F:25])[F:24])[N:7]=2)[CH2:5][CH2:4][CH2:3][CH:2]=1. The catalyst is C(O)C.[Pd]. The product is [CH:1]1([C:6]2[CH:11]=[C:10]([NH:12][C:13]3[CH:18]=[CH:17][C:16]([CH2:19][C:20]([OH:22])=[O:21])=[CH:15][CH:14]=3)[CH:9]=[C:8]([C:23]([F:26])([F:24])[F:25])[N:7]=2)[CH2:5][CH2:4][CH2:3][CH2:2]1. The yield is 0.430. (5) The reactants are [NH2:1][C@H:2]([C:4]1[CH:13]=[CH:12][C:7]([C:8]([O:10][CH3:11])=[O:9])=[CH:6][CH:5]=1)[CH3:3].[OH:14][C@H:15]([CH:19]([CH3:21])[CH3:20])[C:16](O)=[O:17].ON1C2C=CC=CC=2N=N1.C(N(CC)CC)C.Cl.CN(C)CCCN=C=NCC. The catalyst is C(Cl)Cl. The product is [OH:14][C@H:15]([CH:19]([CH3:21])[CH3:20])[C:16]([NH:1][C@H:2]([C:4]1[CH:13]=[CH:12][C:7]([C:8]([O:10][CH3:11])=[O:9])=[CH:6][CH:5]=1)[CH3:3])=[O:17]. The yield is 0.750. (6) The reactants are [CH:1]1([CH2:4][CH2:5][OH:6])[CH2:3][CH2:2]1.[H-].[Na+].[F:9][C:10]1[CH:22]=[C:21](F)[C:20]([F:24])=[CH:19][C:11]=1[C:12]([NH:14][S:15]([CH3:18])(=[O:17])=[O:16])=[O:13]. The catalyst is CN(C)C=O. The product is [CH:1]1([CH2:4][CH2:5][O:6][C:21]2[C:20]([F:24])=[CH:19][C:11]([C:12]([NH:14][S:15]([CH3:18])(=[O:17])=[O:16])=[O:13])=[C:10]([F:9])[CH:22]=2)[CH2:3][CH2:2]1. The yield is 0.190. (7) The reactants are [C:1]([S:4][C@@H:5]1[CH2:22][CH2:21][C@@:20]2([CH3:23])[CH:7]([C:8](=O)[CH2:9][C@@H:10]3[C@@H:19]2[CH2:18][CH2:17][C@@:15]2([CH3:16])[C@H:11]3[CH2:12][CH2:13][C:14]2=[O:24])[CH2:6]1)(=[O:3])[CH3:2].[CH2:26]1COCC1. The catalyst is [Br-].C[P+](C1C=CC=CC=1)(C1C=CC=CC=1)C1C=CC=CC=1. The product is [C:1]([S:4][C@@H:5]1[CH2:22][CH2:21][C@@:20]2([CH3:23])[CH:7]([C:8](=[CH2:26])[CH2:9][C@@H:10]3[C@@H:19]2[CH2:18][CH2:17][C@@:15]2([CH3:16])[C@H:11]3[CH2:12][CH2:13][C:14]2=[O:24])[CH2:6]1)(=[O:3])[CH3:2].[SH:4][C@@H:5]1[CH2:22][CH2:21][C@@:20]2([CH3:23])[CH:7]([C:8](=[CH2:26])[CH2:9][C@@H:10]3[C@@H:19]2[CH2:18][CH2:17][C@@:15]2([CH3:16])[C@H:11]3[CH2:12][CH2:13][C:14]2=[O:24])[CH2:6]1. The yield is 0.350.